Dataset: Catalyst prediction with 721,799 reactions and 888 catalyst types from USPTO. Task: Predict which catalyst facilitates the given reaction. (1) Product: [OH:1][C:2]1([CH2:8][NH:9][C:10]([C:12]2[C:13]([Cl:29])=[C:14]3[C:18](=[C:19]([O:21][CH2:22][CH2:23][OH:24])[CH:20]=2)[NH:17][CH:16]=[CH:15]3)=[O:11])[CH2:7][CH2:6][CH2:5][CH2:4][CH2:3]1. The catalyst class is: 2. Reactant: [OH:1][C:2]1([CH2:8][NH:9][C:10]([C:12]2[C:13]([Cl:29])=[C:14]3[C:18](=[C:19]([O:21][CH2:22][CH2:23][O:24]C(C)(C)C)[CH:20]=2)[NH:17][CH:16]=[CH:15]3)=[O:11])[CH2:7][CH2:6][CH2:5][CH2:4][CH2:3]1.C(O)(C(F)(F)F)=O. (2) Reactant: Cl[C:2]1[C:7]2[C:8]([O:30][CH3:31])=[N:9][N:10]([C:11]([C:24]3[CH:29]=[CH:28][CH:27]=[CH:26][CH:25]=3)([C:18]3[CH:23]=[CH:22][CH:21]=[CH:20][CH:19]=3)[C:12]3[CH:17]=[CH:16][CH:15]=[CH:14][CH:13]=3)[C:6]=2[CH:5]=[C:4]([Cl:32])[N:3]=1.[CH3:33][O-:34].[Na+]. Product: [Cl:32][C:4]1[N:3]=[C:2]([O:34][CH3:33])[C:7]2[C:8]([O:30][CH3:31])=[N:9][N:10]([C:11]([C:18]3[CH:19]=[CH:20][CH:21]=[CH:22][CH:23]=3)([C:24]3[CH:29]=[CH:28][CH:27]=[CH:26][CH:25]=3)[C:12]3[CH:13]=[CH:14][CH:15]=[CH:16][CH:17]=3)[C:6]=2[CH:5]=1. The catalyst class is: 76. (3) Reactant: [C:1]([O:5][C:6]([NH:8][C:9]([CH3:26])([CH3:25])[CH2:10][C:11]1[C:19]2[C:14](=[C:15]([O:20][CH2:21][C:22](O)=[O:23])[CH:16]=[CH:17][CH:18]=2)[NH:13][CH:12]=1)=[O:7])([CH3:4])([CH3:3])[CH3:2].[CH3:27][NH2:28]. Product: [C:1]([O:5][C:6](=[O:7])[NH:8][C:9]([CH3:25])([CH3:26])[CH2:10][C:11]1[C:19]2[C:14](=[C:15]([O:20][CH2:21][C:22](=[O:23])[NH:28][CH3:27])[CH:16]=[CH:17][CH:18]=2)[NH:13][CH:12]=1)([CH3:3])([CH3:4])[CH3:2]. The catalyst class is: 9.